Dataset: Reaction yield outcomes from USPTO patents with 853,638 reactions. Task: Predict the reaction yield, written as a fraction of the theoretical maximum amount of product (1.0 means a 100% yield; for example, 0.34 means a 34% yield). (1) The reactants are N(C(C)C)[CH:2](C)C.[Li]CCCC.[Cl:13][C:14]1[C:23]2[C:18](=[CH:19][CH:20]=[C:21]([O:24][CH3:25])[CH:22]=2)[CH:17]=[C:16]([Cl:26])[N:15]=1.CI. The catalyst is C1COCC1. The product is [Cl:13][C:14]1[C:23]2[C:18](=[CH:19][CH:20]=[C:21]([O:24][CH3:25])[CH:22]=2)[C:17]([CH3:2])=[C:16]([Cl:26])[N:15]=1. The yield is 0.470. (2) The reactants are [CH:1]1[C:11]2[C:10]3[CH:12]=[CH:13][CH:14]=[CH:15][C:9]=3[CH2:8][C:7](=[O:16])[NH:6][C:5]=2[CH:4]=[CH:3][CH:2]=1.[H-].[Na+].[CH3:19][O:20][C:21]1[CH:28]=[CH:27][C:24]([CH2:25]Cl)=[CH:23][CH:22]=1.O. The catalyst is CN(C)C=O.C(OCC)(=O)C. The product is [CH3:19][O:20][C:21]1[CH:28]=[CH:27][C:24]([CH2:25][N:6]2[C:7](=[O:16])[CH2:8][C:9]3[CH:15]=[CH:14][CH:13]=[CH:12][C:10]=3[C:11]3[CH:1]=[CH:2][CH:3]=[CH:4][C:5]2=3)=[CH:23][CH:22]=1. The yield is 0.910. (3) The reactants are C[O:2][C:3](=[O:42])[CH2:4][C@H:5]([OH:41])[CH2:6][C@H:7]([OH:40])[CH2:8][CH2:9][C:10]1[N:11]([CH:37]([CH3:39])[CH3:38])[C:12]([C:28](=[O:36])[NH:29][C:30]2[CH:35]=[CH:34][CH:33]=[CH:32][CH:31]=2)=[C:13]([C:22]2[CH:27]=[CH:26][CH:25]=[CH:24][CH:23]=2)[C:14]=1[C:15]1[CH:20]=[CH:19][C:18]([F:21])=[CH:17][CH:16]=1.C(O)C.O.[OH-].[Na+:48]. The catalyst is CO.C(Cl)Cl. The product is [Na+:48].[F:21][C:18]1[CH:19]=[CH:20][C:15]([C:14]2[C:13]([C:22]3[CH:23]=[CH:24][CH:25]=[CH:26][CH:27]=3)=[C:12]([C:28](=[O:36])[NH:29][C:30]3[CH:35]=[CH:34][CH:33]=[CH:32][CH:31]=3)[N:11]([CH:37]([CH3:39])[CH3:38])[C:10]=2[CH2:9][CH2:8][C@@H:7]([OH:40])[CH2:6][C@@H:5]([OH:41])[CH2:4][C:3]([O-:42])=[O:2])=[CH:16][CH:17]=1. The yield is 0.990. (4) The yield is 0.170. No catalyst specified. The reactants are C[O:2][C:3](=[O:33])[C:4]1[CH:9]=[CH:8][C:7]([CH2:10][N:11]2[CH:15]=[C:14]([C:16]3[CH:21]=[CH:20][C:19]([Cl:22])=[CH:18][C:17]=3[Cl:23])[N:13]=[C:12]2/[CH:24]=[CH:25]/[C:26]2[CH:31]=[CH:30][C:29](Br)=[CH:28][CH:27]=2)=[CH:6][CH:5]=1.[C:34]([C:36]1[CH:37]=[C:38](B(O)O)[CH:39]=[CH:40][CH:41]=1)#[N:35]. The product is [C:34]([C:36]1[CH:41]=[C:40]([C:29]2[CH:30]=[CH:31][C:26](/[CH:25]=[CH:24]/[C:12]3[N:11]([CH2:10][C:7]4[CH:6]=[CH:5][C:4]([C:3]([OH:2])=[O:33])=[CH:9][CH:8]=4)[CH:15]=[C:14]([C:16]4[CH:21]=[CH:20][C:19]([Cl:22])=[CH:18][C:17]=4[Cl:23])[N:13]=3)=[CH:27][CH:28]=2)[CH:39]=[CH:38][CH:37]=1)#[N:35]. (5) The reactants are Cl[C:2]1[C:11]2[C:6](=[CH:7][C:8]([O:14][CH2:15][CH2:16][CH2:17][N:18]([CH3:23])[S:19]([CH3:22])(=[O:21])=[O:20])=[C:9]([O:12][CH3:13])[CH:10]=2)[N:5]=[CH:4][N:3]=1.C(=O)([O-])[O-].[K+].[K+].[CH3:30][C:31]1[NH:32][C:33]2[C:38]([C:39]=1[CH3:40])=[CH:37][C:36]([OH:41])=[CH:35][CH:34]=2. The catalyst is CN(C=O)C. The product is [CH3:30][C:31]1[NH:32][C:33]2[C:38]([C:39]=1[CH3:40])=[CH:37][C:36]([O:41][C:2]1[C:11]3[C:6](=[CH:7][C:8]([O:14][CH2:15][CH2:16][CH2:17][N:18]([CH3:23])[S:19]([CH3:22])(=[O:21])=[O:20])=[C:9]([O:12][CH3:13])[CH:10]=3)[N:5]=[CH:4][N:3]=1)=[CH:35][CH:34]=2. The yield is 0.420. (6) The reactants are I[C:2]1[CH:3]=[C:4]([N:8]2[C:16](=[O:17])[C:15]3[CH:14]4[C:18]([CH3:20])([CH3:19])[C:11]([CH3:21])([CH2:12][CH2:13]4)[C:10]=3[N:9]2[CH3:22])[CH:5]=[CH:6][CH:7]=1.[CH3:23][C:24]1[CH:29]=[CH:28][CH:27]=[CH:26][C:25]=1B(O)O.C(=O)([O-])[O-].[K+].[K+]. The catalyst is C(COC)OC.ClCCl.C1C=CC(P(C2C=CC=CC=2)[C-]2C=CC=C2)=CC=1.C1C=CC(P(C2C=CC=CC=2)[C-]2C=CC=C2)=CC=1.Cl[Pd]Cl.[Fe+2]. The product is [CH3:22][N:9]1[C:10]2[C@@:11]3([CH3:21])[C:18]([CH3:20])([CH3:19])[C@H:14]([CH2:13][CH2:12]3)[C:15]=2[C:16](=[O:17])[N:8]1[C:4]1[CH:3]=[C:2]([C:25]2[CH:26]=[CH:27][CH:28]=[CH:29][C:24]=2[CH3:23])[CH:7]=[CH:6][CH:5]=1. The yield is 0.440.